Dataset: Acute oral toxicity (LD50) regression data from Zhu et al.. Task: Regression/Classification. Given a drug SMILES string, predict its toxicity properties. Task type varies by dataset: regression for continuous values (e.g., LD50, hERG inhibition percentage) or binary classification for toxic/non-toxic outcomes (e.g., AMES mutagenicity, cardiotoxicity, hepatotoxicity). Dataset: ld50_zhu. (1) The molecule is CC(=O)OC(C)(C)C. The rat oral LD50 is 1.45, given as -log10 of the dose in mol/kg body weight (higher means more acutely toxic). (2) The compound is OCC(O)CN1CCN(c2ccccc2)CC1. The rat oral LD50 is 2.52, given as -log10 of the dose in mol/kg body weight (higher means more acutely toxic). (3) The molecule is CC(=O)Nc1ccncc1. The rat oral LD50 is 2.48, given as -log10 of the dose in mol/kg body weight (higher means more acutely toxic). (4) The drug is O=c1ccc2cc(CCCCN3CCN(c4ccccc4)CC3)ccc2[nH]1. The rat oral LD50 is 2.86, given as -log10 of the dose in mol/kg body weight (higher means more acutely toxic). (5) The rat oral LD50 is 3.53, given as -log10 of the dose in mol/kg body weight (higher means more acutely toxic). The drug is Cc1cc(C(=O)Nc2ccccc2)c(C)o1. (6) The compound is Fc1c(Br)c(Br)c2nc(C(F)(F)F)[nH]c2c1Br. The rat oral LD50 is 4.66, given as -log10 of the dose in mol/kg body weight (higher means more acutely toxic). (7) The compound is CCC(C)(C)NC(=NC#N)Nc1cccnc1. The rat oral LD50 is 4.22, given as -log10 of the dose in mol/kg body weight (higher means more acutely toxic). (8) The molecule is CCCCC1OC(=O)c2ccccc21. The rat oral LD50 is 1.89, given as -log10 of the dose in mol/kg body weight (higher means more acutely toxic).